Dataset: Reaction yield outcomes from USPTO patents with 853,638 reactions. Task: Predict the reaction yield, written as a fraction of the theoretical maximum amount of product (1.0 means a 100% yield; for example, 0.34 means a 34% yield). (1) The reactants are [CH2:1]=[C:2]1[CH2:7][CH2:6][CH2:5][CH2:4][CH2:3]1.[CH:8]1([Si:14](C)([CH3:16])[CH3:15])C=CCC=C1. No catalyst specified. The product is [CH:2]1([CH2:1][Si:14]([CH3:16])([CH3:15])[CH3:8])[CH2:7][CH2:6][CH2:5][CH2:4][CH2:3]1. The yield is 0.850. (2) The reactants are [O:1]=[C:2]1[C:11]2[CH:10]=[CH:9][CH:8]=[C:7]3[NH:12][CH:13]([C:21]4[CH:28]=[CH:27][C:24]([CH:25]=O)=[CH:23][CH:22]=4)[CH:14]([C:15]4[CH:20]=[CH:19][CH:18]=[CH:17][CH:16]=4)[C:5]([C:6]=23)=[N:4][NH:3]1.[CH3:29][N:30]1[CH2:35][CH2:34][NH:33][CH2:32][CH2:31]1.C(O)(=O)C.C(O[BH-](OC(=O)C)OC(=O)C)(=O)C.[Na+]. The catalyst is CO. The product is [CH3:29][N:30]1[CH2:35][CH2:34][N:33]([CH2:25][C:24]2[CH:27]=[CH:28][C:21]([CH:13]3[NH:12][C:7]4[C:6]5[C:5](=[N:4][NH:3][C:2](=[O:1])[C:11]=5[CH:10]=[CH:9][CH:8]=4)[CH:14]3[C:15]3[CH:16]=[CH:17][CH:18]=[CH:19][CH:20]=3)=[CH:22][CH:23]=2)[CH2:32][CH2:31]1. The yield is 0.190. (3) The reactants are Cl[C:2]1[CH:7]=[C:6]([C:8]2[CH:13]=[CH:12][CH:11]=[C:10]([Cl:14])[CH:9]=2)[N:5]=[C:4]2[CH2:15][CH2:16][CH2:17][C:3]=12.[NH2:18][C:19]1[CH:24]=[CH:23][C:22]([CH2:25][C:26]([O:28][CH2:29][CH3:30])=[O:27])=[C:21]([F:31])[CH:20]=1. No catalyst specified. The product is [Cl:14][C:10]1[CH:9]=[C:8]([C:6]2[N:5]=[C:4]3[CH2:15][CH2:16][CH2:17][C:3]3=[C:2]([NH:18][C:19]3[CH:24]=[CH:23][C:22]([CH2:25][C:26]([O:28][CH2:29][CH3:30])=[O:27])=[C:21]([F:31])[CH:20]=3)[CH:7]=2)[CH:13]=[CH:12][CH:11]=1. The yield is 0.940. (4) The reactants are [Si]([O:8][CH2:9][CH:10]1[CH2:14][CH2:13][CH:12]([CH:15]([C:28]#[N:29])[N:16]([CH3:27])[C:17](=[O:26])[O:18][CH2:19][C:20]2[CH:25]=[CH:24][CH:23]=[CH:22][CH:21]=2)[CH2:11]1)(C(C)(C)C)(C)C.[F-].C([N+](CCCC)(CCCC)CCCC)CCC.O. The catalyst is C1COCC1. The product is [C:28]([CH:15]([CH:12]1[CH2:13][CH2:14][CH:10]([CH2:9][OH:8])[CH2:11]1)[N:16]([CH3:27])[C:17](=[O:26])[O:18][CH2:19][C:20]1[CH:25]=[CH:24][CH:23]=[CH:22][CH:21]=1)#[N:29]. The yield is 0.380. (5) The reactants are [CH3:1][C:2]1[C:6]([C:7]2[C:15]3[C:10](=[CH:11][C:12]([F:16])=[CH:13][CH:14]=3)[N:9]([S:17]([C:20]3[CH:25]=[CH:24][CH:23]=[CH:22][CH:21]=3)(=[O:19])=[O:18])[CH:8]=2)=[C:5]([CH3:26])[NH:4][N:3]=1.Br[CH2:28][CH2:29][C:30]([NH2:32])=[O:31].C([O-])([O-])=O.[K+].[K+]. The catalyst is CN(C=O)C.CCOC(C)=O. The product is [F:16][C:12]1[CH:11]=[C:10]2[C:15]([C:7]([C:6]3[C:5]([CH3:26])=[N:4][N:3]([CH2:28][CH2:29][C:30]([NH2:32])=[O:31])[C:2]=3[CH3:1])=[CH:8][N:9]2[S:17]([C:20]2[CH:21]=[CH:22][CH:23]=[CH:24][CH:25]=2)(=[O:19])=[O:18])=[CH:14][CH:13]=1. The yield is 0.920.